This data is from Peptide-MHC class II binding affinity with 134,281 pairs from IEDB. The task is: Regression. Given a peptide amino acid sequence and an MHC pseudo amino acid sequence, predict their binding affinity value. This is MHC class II binding data. (1) The peptide sequence is APKVKYTVFETALKK. The MHC is HLA-DPA10201-DPB10501 with pseudo-sequence HLA-DPA10201-DPB10501. The binding affinity (normalized) is 0.815. (2) The peptide sequence is WDDLRSLCLFSYHRLR. The MHC is HLA-DQA10101-DQB10501 with pseudo-sequence HLA-DQA10101-DQB10501. The binding affinity (normalized) is 0.324. (3) The peptide sequence is GYITTNVLREILKEL. The MHC is HLA-DQA10101-DQB10501 with pseudo-sequence HLA-DQA10101-DQB10501. The binding affinity (normalized) is 0.142. (4) The peptide sequence is STWYGKPTAAGPKDN. The MHC is HLA-DQA10102-DQB10602 with pseudo-sequence HLA-DQA10102-DQB10602. The binding affinity (normalized) is 0.0940. (5) The peptide sequence is VHQVFGGAFRSLFGGMSW. The MHC is DRB1_0404 with pseudo-sequence DRB1_0404. The binding affinity (normalized) is 0.387. (6) The peptide sequence is EGSSIGKLFTQTMKG. The MHC is DRB1_1301 with pseudo-sequence DRB1_1301. The binding affinity (normalized) is 0.719.